This data is from CYP2D6 inhibition data for predicting drug metabolism from PubChem BioAssay. The task is: Regression/Classification. Given a drug SMILES string, predict its absorption, distribution, metabolism, or excretion properties. Task type varies by dataset: regression for continuous measurements (e.g., permeability, clearance, half-life) or binary classification for categorical outcomes (e.g., BBB penetration, CYP inhibition). Dataset: cyp2d6_veith. The compound is Cc1ccc(S(=O)(=O)NC(=O)c2cccn2C)cc1. The result is 0 (non-inhibitor).